From a dataset of Forward reaction prediction with 1.9M reactions from USPTO patents (1976-2016). Predict the product of the given reaction. (1) Given the reactants O=[C:2]1[CH2:7][CH2:6][CH2:5][CH2:4][CH:3]1[C:8]#[N:9].C([O-])(=O)C.[Na+].Cl.[CH:16]([NH:19][NH2:20])([CH3:18])[CH3:17], predict the reaction product. The product is: [CH:16]([N:19]1[C:8]([NH2:9])=[C:3]2[C:2]([CH2:7][CH2:6][CH2:5][CH2:4]2)=[N:20]1)([CH3:18])[CH3:17]. (2) The product is: [CH:1]1([C:4]2[CH:5]=[CH:6][C:7]([C:15]([NH:18][C:19]3([CH2:23][C:24]([O:26][CH3:27])=[O:25])[CH2:22][S:21][CH2:20]3)=[O:17])=[N:8][C:9]=2[O:10][CH2:11][CH:12]2[CH2:13][CH2:14]2)[CH2:2][CH2:3]1. Given the reactants [CH:1]1([C:4]2[CH:5]=[CH:6][C:7]([C:15]([OH:17])=O)=[N:8][C:9]=2[O:10][CH2:11][CH:12]2[CH2:14][CH2:13]2)[CH2:3][CH2:2]1.[NH2:18][C:19]1([CH2:23][C:24]([O:26][CH3:27])=[O:25])[CH2:22][S:21][CH2:20]1.CCN(C(C)C)C(C)C, predict the reaction product. (3) Given the reactants [C:1]([C:3]1[CH:4]=[C:5]([CH3:18])[C:6]([NH:9][C:10](=[O:17])[CH2:11][N:12]2[CH2:16][CH2:15][CH2:14][CH2:13]2)=[N:7][CH:8]=1)#[CH:2].[Cl:19][C:20]1[CH:25]=[CH:24][C:23]([C:26]2[CH:27]=[CH:28][C:29](I)=[N:30][CH:31]=2)=[CH:22][CH:21]=1.N1CCCCC1, predict the reaction product. The product is: [Cl:19][C:20]1[CH:21]=[CH:22][C:23]([C:26]2[CH:27]=[CH:28][C:29]([C:2]#[C:1][C:3]3[CH:4]=[C:5]([CH3:18])[C:6]([NH:9][C:10](=[O:17])[CH2:11][N:12]4[CH2:16][CH2:15][CH2:14][CH2:13]4)=[N:7][CH:8]=3)=[N:30][CH:31]=2)=[CH:24][CH:25]=1. (4) Given the reactants [CH2:1]([CH:5]1[CH2:8][C:7]([C:16]2[CH:21]=[CH:20][C:19]([OH:22])=[CH:18][CH:17]=2)([C:9]2[CH:14]=[CH:13][C:12]([OH:15])=[CH:11][CH:10]=2)[CH2:6]1)[CH2:2][CH2:3][CH3:4].[OH-].[K+].[CH2:25](Br)[CH:26]=[CH2:27].[CH3:29][CH2:30][CH2:31]CCC, predict the reaction product. The product is: [CH2:25]([O:22][C:19]1[CH:20]=[CH:21][C:16]([C:7]2([C:9]3[CH:14]=[CH:13][C:12]([O:15][CH2:31][CH:30]=[CH2:29])=[CH:11][CH:10]=3)[CH2:8][CH:5]([CH2:1][CH2:2][CH2:3][CH3:4])[CH2:6]2)=[CH:17][CH:18]=1)[CH:26]=[CH2:27]. (5) Given the reactants [F:1][C:2]1[CH:7]=[CH:6][C:5]([C:8]2[C:13]([C:14]3[CH:19]=[CH:18][C:17]([N+:20]([O-:22])=[O:21])=[C:16](F)[CH:15]=3)=[CH:12][CH:11]=[CH:10][N:9]=2)=[CH:4][C:3]=1[CH3:24].[O:25]1[CH2:30][CH2:29][N:28]([CH2:31][CH2:32][NH2:33])[CH2:27][CH2:26]1.C([O-])([O-])=O.[K+].[K+], predict the reaction product. The product is: [F:1][C:2]1[CH:7]=[CH:6][C:5]([C:8]2[C:13]([C:14]3[CH:19]=[CH:18][C:17]([N+:20]([O-:22])=[O:21])=[C:16]([NH:33][CH2:32][CH2:31][N:28]4[CH2:29][CH2:30][O:25][CH2:26][CH2:27]4)[CH:15]=3)=[CH:12][CH:11]=[CH:10][N:9]=2)=[CH:4][C:3]=1[CH3:24]. (6) Given the reactants [Br:1][C:2]1[CH:10]=[CH:9][C:8]([F:11])=[C:7]2[C:3]=1[C:4]([CH2:12][CH:13]([OH:15])[CH3:14])=[CH:5][NH:6]2.[C:16]([CH2:21][C:22]([O:24][CH2:25][CH3:26])=[O:23])(=O)[CH2:17][CH2:18][CH3:19].B(F)(F)F.CCOCC, predict the reaction product. The product is: [CH2:25]([O:24][C:22](=[O:23])[CH2:21][C:16]1([CH2:17][CH2:18][CH3:19])[C:5]2[NH:6][C:7]3[C:3]([C:4]=2[CH2:12][CH:13]([CH3:14])[O:15]1)=[C:2]([Br:1])[CH:10]=[CH:9][C:8]=3[F:11])[CH3:26].